From a dataset of Peptide-MHC class II binding affinity with 134,281 pairs from IEDB. Regression. Given a peptide amino acid sequence and an MHC pseudo amino acid sequence, predict their binding affinity value. This is MHC class II binding data. (1) The peptide sequence is QMWSLMYFHRRDLRL. The MHC is DRB1_1501 with pseudo-sequence DRB1_1501. The binding affinity (normalized) is 0.502. (2) The peptide sequence is YDKFLANVSTVLTGK. The MHC is HLA-DQA10501-DQB10201 with pseudo-sequence HLA-DQA10501-DQB10201. The binding affinity (normalized) is 0.476. (3) The peptide sequence is QAAVVRFQEAANKQK. The MHC is DRB1_0701 with pseudo-sequence DRB1_0701. The binding affinity (normalized) is 0.154. (4) The peptide sequence is LSPISNMVSMANNHM. The MHC is HLA-DQA10501-DQB10301 with pseudo-sequence HLA-DQA10501-DQB10301. The binding affinity (normalized) is 0.322. (5) The peptide sequence is LSPLTKGILGFVFTL. The MHC is DRB1_0101 with pseudo-sequence DRB1_0101. The binding affinity (normalized) is 0.504.